From a dataset of Reaction yield outcomes from USPTO patents with 853,638 reactions. Predict the reaction yield, written as a fraction of the theoretical maximum amount of product (1.0 means a 100% yield; for example, 0.34 means a 34% yield). (1) The catalyst is C(Cl)Cl. The product is [CH2:35]([O:34][CH:33]([O:37][CH2:38][CH3:39])[CH2:32][NH:31][C:21]([C:10]1[CH:9]=[C:8]([C:5]2[CH:6]=[CH:7][C:2]([Cl:1])=[CH:3][CH:4]=2)[N:12]([C:13]2[CH:18]=[CH:17][C:16]([Cl:19])=[CH:15][C:14]=2[Cl:20])[N:11]=1)=[O:23])[CH3:36]. The yield is 0.460. The reactants are [Cl:1][C:2]1[CH:7]=[CH:6][C:5]([C:8]2[N:12]([C:13]3[CH:18]=[CH:17][C:16]([Cl:19])=[CH:15][C:14]=3[Cl:20])[N:11]=[C:10]([C:21]([OH:23])=O)[CH:9]=2)=[CH:4][CH:3]=1.C([NH:31][CH2:32][CH:33]([O:37][CH2:38][CH3:39])[O:34][CH2:35][CH3:36])C1C=CC=CC=1.Cl.CN(C)CCCN=C=NCC.C(N(C(C)C)CC)(C)C. (2) The product is [Br:21][C:22]1[CH:23]=[C:24]([NH:25][C:5]2[CH:4]=[C:3]([O:2][CH3:1])[CH:12]=[CH:11][C:6]=2[C:7]([O:9][CH3:10])=[O:8])[CH:26]=[CH:27][CH:28]=1. The reactants are [CH3:1][O:2][C:3]1[CH:12]=[CH:11][C:6]([C:7]([O:9][CH3:10])=[O:8])=[C:5](OS(C(F)(F)F)(=O)=O)[CH:4]=1.[Br:21][C:22]1[CH:23]=[C:24]([CH:26]=[CH:27][CH:28]=1)[NH2:25].C(=O)([O-])[O-].[Cs+].[Cs+].C1C=CC(P(C2C(C3C(P(C4C=CC=CC=4)C4C=CC=CC=4)=CC=C4C=3C=CC=C4)=C3C(C=CC=C3)=CC=2)C2C=CC=CC=2)=CC=1. The catalyst is C([O-])(=O)C.[Pd+2].C([O-])(=O)C. The yield is 0.410. (3) The reactants are [CH3:1][C:2]1[CH:11]=[CH:10][C:9]2[C:4](=[CH:5][CH:6]=[CH:7][C:8]=2[N:12]2[CH2:17][CH2:16][N:15]([CH2:18][CH2:19][C:20]3[CH:21]=[C:22]([CH:24]=[CH:25][CH:26]=3)[NH2:23])[CH2:14][CH2:13]2)[N:3]=1.[C:27]1([O:33][CH2:34][C:35](Cl)=[O:36])[CH:32]=[CH:31][CH:30]=[CH:29][CH:28]=1. No catalyst specified. The product is [CH3:1][C:2]1[CH:11]=[CH:10][C:9]2[C:4](=[CH:5][CH:6]=[CH:7][C:8]=2[N:12]2[CH2:13][CH2:14][N:15]([CH2:18][CH2:19][C:20]3[CH:21]=[C:22]([NH:23][C:35](=[O:36])[CH2:34][O:33][C:27]4[CH:32]=[CH:31][CH:30]=[CH:29][CH:28]=4)[CH:24]=[CH:25][CH:26]=3)[CH2:16][CH2:17]2)[N:3]=1. The yield is 0.410.